This data is from Catalyst prediction with 721,799 reactions and 888 catalyst types from USPTO. The task is: Predict which catalyst facilitates the given reaction. (1) Reactant: [CH2:1]([O:5][CH:6]1[CH2:11][CH2:10][CH2:9][CH2:8][O:7]1)[CH2:2][C:3]#[CH:4].C([Li])CCC.[CH2:17]=[O:18]. Product: [O:7]1[CH2:8][CH2:9][CH2:10][CH2:11][CH:6]1[O:5][CH2:1][CH2:2][C:3]#[C:4][CH2:17][OH:18]. The catalyst class is: 1. (2) Reactant: [O:1]=[C:2]1[CH:7]=[CH:6][CH:5]=[CH:4][N:3]1[C:8]1[CH:13]=[CH:12][C:11]([N:14]2[CH2:19][CH2:18][N:17]([CH2:20][CH2:21][C:22]([C:24]3[C:32]4[C:27](=[CH:28][CH:29]=[C:30]([C:33]#[N:34])[CH:31]=4)[NH:26][CH:25]=3)=[O:23])[CH2:16][CH2:15]2)=[CH:10][CH:9]=1.[BH4-].[Na+]. Product: [OH:23][CH:22]([C:24]1[C:32]2[C:27](=[CH:28][CH:29]=[C:30]([C:33]#[N:34])[CH:31]=2)[NH:26][CH:25]=1)[CH2:21][CH2:20][N:17]1[CH2:18][CH2:19][N:14]([C:11]2[CH:12]=[CH:13][C:8]([N:3]3[CH:4]=[CH:5][CH:6]=[CH:7][C:2]3=[O:1])=[CH:9][CH:10]=2)[CH2:15][CH2:16]1. The catalyst class is: 7. (3) Reactant: [NH2:1][C:2]1[C:7]([F:8])=[CH:6][C:5]([S:9]C#N)=[C:4]([C:12](=O)[C:13]2[C:18]([CH3:19])=[CH:17][CH:16]=[CH:15][N:14]=2)[CH:3]=1.[OH-].[NH4+:22]. The catalyst class is: 5. Product: [NH2:1][C:2]1[C:7]([F:8])=[CH:6][C:5]2[S:9][N:22]=[C:12]([C:13]3[C:18]([CH3:19])=[CH:17][CH:16]=[CH:15][N:14]=3)[C:4]=2[CH:3]=1. (4) The catalyst class is: 65. Product: [NH:15]1[C:11]2=[N:12][CH:13]=[CH:14][C:9]([O:8][C:7]3[CH:6]=[CH:5][C:4]([NH2:28])=[CH:3][C:2]=3[F:1])=[C:10]2[CH2:17][CH2:16]1. Reactant: [F:1][C:2]1[CH:3]=[C:4]([NH:28]S(C2C=CC(C)=CC=2)(=O)=O)[CH:5]=[CH:6][C:7]=1[O:8][C:9]1[CH:14]=[CH:13][N:12]=[C:11]2[N:15](S(C3C=CC(C)=CC=3)(=O)=O)[CH2:16][CH2:17][C:10]=12.[OH-].[Na+]. (5) Product: [C:1]([C:5]1[N:10]=[C:9]([O:11][CH2:12][CH3:13])[C:8]([C:14]2[N:15]([C:35]([N:37]3[CH2:42][CH2:41][N:40]([CH2:50][CH2:49][C@@H:47]4[CH2:46][O:45][C:44]([CH3:56])([CH3:43])[O:48]4)[CH2:39][CH2:38]3)=[O:36])[C@@:16]([C:28]3[CH:33]=[CH:32][C:31]([Cl:34])=[CH:30][CH:29]=3)([CH3:27])[C@@:17]([C:20]3[CH:21]=[CH:22][C:23]([Cl:26])=[CH:24][CH:25]=3)([CH3:19])[N:18]=2)=[CH:7][N:6]=1)([CH3:2])([CH3:3])[CH3:4]. The catalyst class is: 842. Reactant: [C:1]([C:5]1[N:10]=[C:9]([O:11][CH2:12][CH3:13])[C:8]([C:14]2[N:15]([C:35]([N:37]3[CH2:42][CH2:41][NH:40][CH2:39][CH2:38]3)=[O:36])[C:16]([C:28]3[CH:33]=[CH:32][C:31]([Cl:34])=[CH:30][CH:29]=3)([CH3:27])[C:17]([C:20]3[CH:25]=[CH:24][C:23]([Cl:26])=[CH:22][CH:21]=3)([CH3:19])[N:18]=2)=[CH:7][N:6]=1)([CH3:4])([CH3:3])[CH3:2].[CH3:43][C:44]1([CH3:56])[O:48][C@H:47]([CH2:49][CH2:50]OS(C)(=O)=O)[CH2:46][O:45]1.CC1(C)O[C@H](CCO)CO1.CS(Cl)(=O)=O.C(N(C(C)C)CC)(C)C. (6) Product: [CH3:39][O:38][C:21]1[C:22]([N:24]2[CH2:29][CH2:28][CH2:27][C@H:26]([NH:30][C:31](=[O:37])[O:32][C:33]([CH3:35])([CH3:34])[CH3:36])[CH2:25]2)=[N:23][C:18]([N:16]2[C:10]3[CH:9]=[C:8]([C:6]4[CH:5]=[N:4][CH:3]=[C:2]([CH3:1])[N:7]=4)[N:13]=[CH:12][C:11]=3[CH:14]=[N:15]2)=[CH:19][CH:20]=1. Reactant: [CH3:1][C:2]1[N:7]=[C:6]([C:8]2[N:13]=[CH:12][C:11]3[CH:14]=[N:15][NH:16][C:10]=3[CH:9]=2)[CH:5]=[N:4][CH:3]=1.Br[C:18]1[N:23]=[C:22]([N:24]2[CH2:29][CH2:28][CH2:27][C@H:26]([NH:30][C:31](=[O:37])[O:32][C:33]([CH3:36])([CH3:35])[CH3:34])[CH2:25]2)[C:21]([O:38][CH3:39])=[CH:20][CH:19]=1.CNCCNC.C(=O)([O-])[O-].[K+].[K+]. The catalyst class is: 830. (7) Reactant: Br[C:2]1[CH:3]=[C:4]2[C:8](=[CH:9][CH:10]=1)[N:7]([CH2:11][C:12]1[CH:17]=[CH:16][C:15]([O:18][CH3:19])=[CH:14][CH:13]=1)[N:6]=[C:5]2[C:20]1[N:21]=[N:22][N:23]([C:25]2[CH:30]=[CH:29][C:28]([C:31]([N:33]3[CH2:38][CH2:37][O:36][CH2:35][CH2:34]3)=[O:32])=[CH:27][CH:26]=2)[CH:24]=1.[B:39]1([B:39]2[O:43][C:42]([CH3:45])([CH3:44])[C:41]([CH3:47])([CH3:46])[O:40]2)[O:43][C:42]([CH3:45])([CH3:44])[C:41]([CH3:47])([CH3:46])[O:40]1.C([O-])(=O)C.[K+]. Product: [CH3:19][O:18][C:15]1[CH:14]=[CH:13][C:12]([CH2:11][N:7]2[C:8]3[C:4](=[CH:3][C:2]([B:39]4[O:43][C:42]([CH3:45])([CH3:44])[C:41]([CH3:47])([CH3:46])[O:40]4)=[CH:10][CH:9]=3)[C:5]([C:20]3[N:21]=[N:22][N:23]([C:25]4[CH:26]=[CH:27][C:28]([C:31]([N:33]5[CH2:38][CH2:37][O:36][CH2:35][CH2:34]5)=[O:32])=[CH:29][CH:30]=4)[CH:24]=3)=[N:6]2)=[CH:17][CH:16]=1. The catalyst class is: 75.